From a dataset of Full USPTO retrosynthesis dataset with 1.9M reactions from patents (1976-2016). Predict the reactants needed to synthesize the given product. Given the product [NH2:1][C:2]1[CH:10]=[C:9]([O:11][CH3:12])[C:8]([Br:13])=[CH:7][C:3]=1[C:4]([OH:6])=[O:5], predict the reactants needed to synthesize it. The reactants are: [NH2:1][C:2]1[CH:10]=[C:9]([O:11][CH3:12])[CH:8]=[CH:7][C:3]=1[C:4]([OH:6])=[O:5].[Br:13]Br.